Predict which catalyst facilitates the given reaction. From a dataset of Catalyst prediction with 721,799 reactions and 888 catalyst types from USPTO. Reactant: [CH3:1][O:2][C:3]([C@@H:5]1[CH2:9][C@@H:8]([OH:10])[CH2:7][N:6]1[C:11]([O:13][C:14]([CH3:17])([CH3:16])[CH3:15])=[O:12])=[O:4].[Cl:18][C:19]1[CH:20]=[C:21](O)[CH:22]=[CH:23][CH:24]=1.C1(P(C2C=CC=CC=2)C2C=CC=CC=2)C=CC=CC=1.CC(OC(/N=N/C(OC(C)C)=O)=O)C. Product: [CH3:1][O:2][C:3]([C@@H:5]1[CH2:9][C@H:8]([O:10][C:23]2[CH:22]=[CH:21][CH:20]=[C:19]([Cl:18])[CH:24]=2)[CH2:7][N:6]1[C:11]([O:13][C:14]([CH3:17])([CH3:16])[CH3:15])=[O:12])=[O:4]. The catalyst class is: 310.